Task: Predict the reactants needed to synthesize the given product.. Dataset: Full USPTO retrosynthesis dataset with 1.9M reactions from patents (1976-2016) (1) Given the product [F:12][C:11]([F:14])([F:13])[C:10](=[O:15])[CH:9]=[CH:8][CH:18]=[CH:19][C:20]#[N:21], predict the reactants needed to synthesize it. The reactants are: CC(C)([O-])C.[K+].N[CH:8]=[CH:9][C:10](=[O:15])[C:11]([F:14])([F:13])[F:12].CO[CH:18](OC)[CH2:19][C:20]#[N:21].Cl. (2) Given the product [Br:13][CH:5]1[CH2:6][CH2:7][O:1][C:2]2[CH:12]=[CH:11][CH:10]=[CH:9][C:3]=2[C:4]1=[O:8], predict the reactants needed to synthesize it. The reactants are: [O:1]1[CH2:7][CH2:6][CH2:5][C:4](=[O:8])[C:3]2[CH:9]=[CH:10][CH:11]=[CH:12][C:2]1=2.[Br:13]Br. (3) Given the product [ClH:48].[CH2:1]([O:8][C:9]1[CH:19]=[CH:18][C:17]([C:20]2[CH:29]=[CH:28][C:27]3[C:22](=[CH:23][CH:24]=[C:25]([O:30][CH3:31])[CH:26]=3)[C:21]=2[O:32][C:33]2[CH:34]=[CH:35][C:36]([O:39][CH2:40][CH2:41][N:42]3[CH2:43][CH2:44][CH2:45][CH2:46][CH2:47]3)=[CH:37][CH:38]=2)=[CH:16][C:10]=1[C:11]([N:13]([CH3:14])[CH3:15])=[O:12])[C:2]1[CH:3]=[CH:4][CH:5]=[CH:6][CH:7]=1, predict the reactants needed to synthesize it. The reactants are: [CH2:1]([O:8][C:9]1[CH:19]=[CH:18][C:17]([C:20]2[CH:29]=[CH:28][C:27]3[C:22](=[CH:23][CH:24]=[C:25]([O:30][CH3:31])[CH:26]=3)[C:21]=2[O:32][C:33]2[CH:38]=[CH:37][C:36]([O:39][CH2:40][CH2:41][N:42]3[CH2:47][CH2:46][CH2:45][CH2:44][CH2:43]3)=[CH:35][CH:34]=2)=[CH:16][C:10]=1[C:11]([N:13]([CH3:15])[CH3:14])=[O:12])[C:2]1[CH:7]=[CH:6][CH:5]=[CH:4][CH:3]=1.[ClH:48]. (4) The reactants are: [Cl:1][C:2]1[CH:7]=[CH:6][C:5]([OH:8])=[CH:4][C:3]=1[N+:9]([O-:11])=[O:10].Br[CH2:13][C:14]1[CH:19]=[CH:18][CH:17]=[CH:16][C:15]=1[CH3:20]. Given the product [Cl:1][C:2]1[CH:7]=[CH:6][C:5]([O:8][CH2:13][C:14]2[CH:19]=[CH:18][CH:17]=[CH:16][C:15]=2[CH3:20])=[CH:4][C:3]=1[N+:9]([O-:11])=[O:10], predict the reactants needed to synthesize it. (5) Given the product [CH3:1][O:2][C:3](=[O:14])[CH2:4][O:5][C:6]1[CH:11]=[CH:10][C:9]([F:12])=[C:8]2[C:7]=1[C:18](=[O:17])[C:19]([CH2:25][C:26]1[CH:31]=[CH:30][C:29]([N:32]3[CH:36]=[CH:35][CH:34]=[N:33]3)=[CH:28][CH:27]=1)=[C:20]([CH:21]([CH3:23])[CH3:22])[NH:13]2, predict the reactants needed to synthesize it. The reactants are: [CH3:1][O:2][C:3](=[O:14])[CH2:4][O:5][C:6]1[CH:11]=[CH:10][C:9]([F:12])=[C:8]([NH2:13])[CH:7]=1.C([O:17][C:18](=O)[CH:19]([CH2:25][C:26]1[CH:31]=[CH:30][C:29]([N:32]2[CH:36]=[CH:35][CH:34]=[N:33]2)=[CH:28][CH:27]=1)[C:20](=O)[CH:21]([CH3:23])[CH3:22])C.